From a dataset of Retrosynthesis with 50K atom-mapped reactions and 10 reaction types from USPTO. Predict the reactants needed to synthesize the given product. (1) Given the product O=C1OC(=O)C23CCCC12C1C=CC3C1, predict the reactants needed to synthesize it. The reactants are: C1=CCC=C1.O=C1OC(=O)C2=C1CCC2. (2) Given the product CC(C)C[C@H](NC(=O)N1CCCCCC1)C(=O)N1CCN(C(c2ccc(F)cc2)c2ccc(F)cc2)CC1, predict the reactants needed to synthesize it. The reactants are: CC(C)C[C@H](NC(=O)N1CCCCCC1)C(=O)O.Fc1ccc(C(c2ccc(F)cc2)N2CCNCC2)cc1.